Task: Predict the product of the given reaction.. Dataset: Forward reaction prediction with 1.9M reactions from USPTO patents (1976-2016) (1) Given the reactants [N+:1]([C:4]1[C:5]([C:10]2[CH:15]=[CH:14][C:13]([F:16])=[CH:12][CH:11]=2)=[N:6][CH:7]=[CH:8][CH:9]=1)([O-])=O.[C:17]([Mg]Br)([CH3:19])=[CH2:18], predict the reaction product. The product is: [F:16][C:13]1[CH:14]=[CH:15][C:10]([C:5]2[N:6]=[CH:7][CH:8]=[C:9]3[CH:18]=[C:17]([CH3:19])[NH:1][C:4]=23)=[CH:11][CH:12]=1. (2) Given the reactants [CH3:1][O:2][C:3]1[C:12]([NH:13][C:14](=[O:18])OCC)=[N:11][C:10]2[C:5](=[CH:6][C:7]([O:21][CH3:22])=[C:8]([O:19][CH3:20])[CH:9]=2)[N:4]=1.[CH3:23][C:24]1[CH:25]=[C:26]([N:31]2[CH2:36][CH2:35][NH:34][CH2:33][CH2:32]2)[CH:27]=[C:28]([CH3:30])[CH:29]=1, predict the reaction product. The product is: [CH3:1][O:2][C:3]1[C:12]([NH:13][C:14]([N:34]2[CH2:35][CH2:36][N:31]([C:26]3[CH:27]=[C:28]([CH3:30])[CH:29]=[C:24]([CH3:23])[CH:25]=3)[CH2:32][CH2:33]2)=[O:18])=[N:11][C:10]2[C:5](=[CH:6][C:7]([O:21][CH3:22])=[C:8]([O:19][CH3:20])[CH:9]=2)[N:4]=1. (3) Given the reactants Br[C:2]1[C:11]2[C:6](=[CH:7][CH:8]=[CH:9][CH:10]=2)[C:5]([O:12][CH3:13])=[C:4]([C:14]([O:16][CH3:17])=[O:15])[CH:3]=1.[C:18](=O)([O-])[O-:19].[K+].[K+].C([B-](F)(F)F)=C.[K+].ClCCl, predict the reaction product. The product is: [CH:18]([C:2]1[C:11]2[C:6](=[CH:7][CH:8]=[CH:9][CH:10]=2)[C:5]([O:12][CH3:13])=[C:4]([C:14]([O:16][CH3:17])=[O:15])[CH:3]=1)=[O:19]. (4) Given the reactants [CH3:1][C:2]([CH3:15])=[CH:3][CH2:4][CH2:5][C:6]1([CH3:14])[C:10]2([CH3:13])[CH:11]3[CH2:12][CH:7]1[CH2:8][CH:9]23.CC(C)=CCC[C@@]1(C)C(=C)[C@H]2C[C@@H]1CC2.CC(C)=CCC[C@]1(C)C(=C)[C@H]2C[C@@H]1CC2, predict the reaction product. The product is: [CH3:8][C:9]1[CH:10]2[C:6]([CH2:5][CH2:4][CH:3]=[C:2]([CH3:1])[CH3:15])([CH3:14])[CH:7]([CH2:13]2)[CH2:12][CH:11]=1. (5) The product is: [CH3:43][O:42][C:38]1[CH:37]=[C:36]([CH:41]=[CH:40][CH:39]=1)[CH2:35][N:22]1[CH2:23][CH2:24][N:19]([C:12]2[N:11]=[C:10]([NH:9][C:5]3[CH:6]=[CH:7][CH:8]=[C:3]([O:2][CH3:1])[CH:4]=3)[CH:15]=[C:14]([N:16]([CH3:18])[CH3:17])[N:13]=2)[CH2:20][CH2:21]1. Given the reactants [CH3:1][O:2][C:3]1[CH:4]=[C:5]([NH:9][C:10]2[CH:15]=[C:14]([N:16]([CH3:18])[CH3:17])[N:13]=[C:12]([N:19]3[CH2:24][CH2:23][NH:22][CH2:21][CH2:20]3)[N:11]=2)[CH:6]=[CH:7][CH:8]=1.CCN(C(C)C)C(C)C.Cl[CH2:35][C:36]1[CH:41]=[CH:40][CH:39]=[C:38]([O:42][CH3:43])[CH:37]=1, predict the reaction product. (6) Given the reactants [F:1][CH:2]([F:32])[C:3]1[N:7]([C:8]2[N:13]=[C:12]([N:14]3[CH2:19][CH2:18][O:17][CH2:16][CH2:15]3)[N:11]=[C:10]([NH:20][C@H:21]3[CH2:26][CH2:25][C@H:24]([NH2:27])[CH2:23][CH2:22]3)[CH:9]=2)[C:6]2[CH:28]=[CH:29][CH:30]=[CH:31][C:5]=2[N:4]=1.C(N(CC)CC)C.[Br:40][CH:41]([CH2:45][CH2:46]Br)[C:42](Cl)=[O:43].CC(C)([O-])C.[K+], predict the reaction product. The product is: [Br:40][CH:41]1[CH2:45][CH2:46][N:27]([C@H:24]2[CH2:23][CH2:22][C@H:21]([NH:20][C:10]3[CH:9]=[C:8]([N:7]4[C:6]5[CH:28]=[CH:29][CH:30]=[CH:31][C:5]=5[N:4]=[C:3]4[CH:2]([F:1])[F:32])[N:13]=[C:12]([N:14]4[CH2:15][CH2:16][O:17][CH2:18][CH2:19]4)[N:11]=3)[CH2:26][CH2:25]2)[C:42]1=[O:43]. (7) Given the reactants [NH2:1][C:2]1[CH:10]=[CH:9][C:5]([C:6]([OH:8])=O)=[CH:4][C:3]=1[F:11].[N:12]1([C:18]([O:20][C:21]([CH3:24])([CH3:23])[CH3:22])=[O:19])[CH2:17][CH2:16][NH:15][CH2:14][CH2:13]1.C(N(CC)CC)C.CCCP1(OP(CCC)(=O)OP(CCC)(=O)O1)=O, predict the reaction product. The product is: [NH2:1][C:2]1[CH:10]=[CH:9][C:5]([C:6]([N:15]2[CH2:14][CH2:13][N:12]([C:18]([O:20][C:21]([CH3:24])([CH3:23])[CH3:22])=[O:19])[CH2:17][CH2:16]2)=[O:8])=[CH:4][C:3]=1[F:11]. (8) Given the reactants [Cl:1][C:2]1[CH:7]=[C:6]([C:8]2[CH:13]=[N:12][CH:11]=[C:10]([CH3:14])[N:9]=2)[CH:5]=[CH:4][C:3]=1[C:15]1[C:27](=[O:28])[N:26]([CH2:29][CH:30]2[O:35][CH2:34][CH:33]([NH:36][C:37](=[O:43])[O:38][C:39]([CH3:42])([CH3:41])[CH3:40])[CH2:32][O:31]2)[C:18]2[N:19]=[C:20](S(C)=O)[N:21]=[CH:22][C:17]=2[CH:16]=1.[NH3:44].CO, predict the reaction product. The product is: [NH2:44][C:20]1[N:21]=[CH:22][C:17]2[CH:16]=[C:15]([C:3]3[CH:4]=[CH:5][C:6]([C:8]4[CH:13]=[N:12][CH:11]=[C:10]([CH3:14])[N:9]=4)=[CH:7][C:2]=3[Cl:1])[C:27](=[O:28])[N:26]([CH2:29][CH:30]3[O:35][CH2:34][CH:33]([NH:36][C:37](=[O:43])[O:38][C:39]([CH3:42])([CH3:41])[CH3:40])[CH2:32][O:31]3)[C:18]=2[N:19]=1. (9) Given the reactants [N:1]([C:4]1[CH:5]=[C:6]([CH:27]=[CH:28][C:29]=1[CH3:30])[C:7]([NH:9][C:10]1[CH:15]=[C:14]([C:16]([CH3:19])([CH3:18])[CH3:17])[CH:13]=[C:12]([NH:20][S:21]([CH3:24])(=[O:23])=[O:22])[C:11]=1[O:25][CH3:26])=[O:8])=[N+:2]=[N-:3].[C:31]([C:33]1[CH:34]=[CH:35][C:36]([NH:39][CH3:40])=[N:37][CH:38]=1)#[CH:32], predict the reaction product. The product is: [C:16]([C:14]1[CH:13]=[C:12]([NH:20][S:21]([CH3:24])(=[O:22])=[O:23])[C:11]([O:25][CH3:26])=[C:10]([NH:9][C:7](=[O:8])[C:6]2[CH:27]=[CH:28][C:29]([CH3:30])=[C:4]([N:1]3[CH:32]=[C:31]([C:33]4[CH:38]=[N:37][C:36]([NH:39][CH3:40])=[CH:35][CH:34]=4)[N:3]=[N:2]3)[CH:5]=2)[CH:15]=1)([CH3:18])([CH3:19])[CH3:17].